This data is from Forward reaction prediction with 1.9M reactions from USPTO patents (1976-2016). The task is: Predict the product of the given reaction. Given the reactants [F:1][C:2]1[CH:3]=[C:4]([CH:22]=[CH:23][C:24]=1[F:25])[CH2:5][O:6][C:7]1[CH:20]=[C:11]2[N:12]([CH2:16][C:17](O)=[O:18])[CH2:13][CH2:14][CH2:15][N:10]2[C:9](=[O:21])[N:8]=1.[NH:26]1[CH2:31][CH2:30][CH2:29][CH2:28][CH2:27]1, predict the reaction product. The product is: [F:1][C:2]1[CH:3]=[C:4]([CH:22]=[CH:23][C:24]=1[F:25])[CH2:5][O:6][C:7]1[CH:20]=[C:11]2[N:12]([CH2:16][C:17](=[O:18])[N:26]3[CH2:31][CH2:30][CH2:29][CH2:28][CH2:27]3)[CH2:13][CH2:14][CH2:15][N:10]2[C:9](=[O:21])[N:8]=1.